Dataset: Catalyst prediction with 721,799 reactions and 888 catalyst types from USPTO. Task: Predict which catalyst facilitates the given reaction. Reactant: [Cl:1][C:2]1[CH:32]=[CH:31][C:5]([CH2:6][N:7]2[C:12](=[O:13])[CH:11]=[CH:10][C:9]([C:14]3[CH:30]=[CH:29][C:17]([O:18][CH2:19][CH2:20][NH:21]C(=O)OC(C)(C)C)=[CH:16][CH:15]=3)=[CH:8]2)=[C:4]([F:33])[CH:3]=1. Product: [Cl:1][C:2]1[CH:32]=[CH:31][C:5]([CH2:6][N:7]2[CH:8]=[C:9]([C:14]3[CH:15]=[CH:16][C:17]([O:18][CH2:19][CH2:20][NH2:21])=[CH:29][CH:30]=3)[CH:10]=[CH:11][C:12]2=[O:13])=[C:4]([F:33])[CH:3]=1. The catalyst class is: 28.